Dataset: Catalyst prediction with 721,799 reactions and 888 catalyst types from USPTO. Task: Predict which catalyst facilitates the given reaction. (1) Reactant: [F:1][C:2]([F:23])([F:22])[C:3]([C:9]1[CH:14]=[CH:13][C:12]([CH2:15][N:16]2[CH2:21][CH2:20][NH:19][CH2:18][CH2:17]2)=[CH:11][CH:10]=1)([OH:8])[C:4]([F:7])([F:6])[F:5].C(N(CC)CC)C.[N+:31]([C:34]1[CH:35]=[C:36]([CH:40]=[CH:41][CH:42]=1)[C:37](Cl)=[O:38])([O-:33])=[O:32]. Product: [F:23][C:2]([F:22])([F:1])[C:3]([C:9]1[CH:10]=[CH:11][C:12]([CH2:15][N:16]2[CH2:17][CH2:18][N:19]([C:37]([C:36]3[CH:40]=[CH:41][CH:42]=[C:34]([N+:31]([O-:33])=[O:32])[CH:35]=3)=[O:38])[CH2:20][CH2:21]2)=[CH:13][CH:14]=1)([OH:8])[C:4]([F:7])([F:6])[F:5]. The catalyst class is: 4. (2) Reactant: Cl.[NH2:2][CH2:3][C:4]1[CH:12]=[CH:11][CH:10]=[C:9]2[C:5]=1[C:6](=[O:22])[N:7]([CH:14]1[CH2:19][CH2:18][C:17](=[O:20])[NH:16][C:15]1=[O:21])[C:8]2=[O:13].[N:23]1[CH:28]=[CH:27][N:26]=[CH:25][C:24]=1[C:29](Cl)=[O:30].C(N(CC)CC)C. The catalyst class is: 1. Product: [O:21]=[C:15]1[CH:14]([N:7]2[C:6](=[O:22])[C:5]3[C:9](=[CH:10][CH:11]=[CH:12][C:4]=3[CH2:3][NH:2][C:29]([C:24]3[CH:25]=[N:26][CH:27]=[CH:28][N:23]=3)=[O:30])[C:8]2=[O:13])[CH2:19][CH2:18][C:17](=[O:20])[NH:16]1. (3) Reactant: [CH3:1][O:2][C:3]1[CH:4]=[N:5][C:6]([OH:9])=[N:7][CH:8]=1.C(N(CC)CC)C.[O:17](S(C(F)(F)F)(=O)=O)[S:18]([C:21]([F:24])([F:23])[F:22])(=O)=[O:19]. Product: [F:22][C:21]([F:24])([F:23])[S:18]([O:9][C:6]1[N:7]=[CH:8][C:3]([O:2][CH3:1])=[CH:4][N:5]=1)(=[O:19])=[O:17]. The catalyst class is: 4. (4) Product: [CH:5]1[CH:6]=[CH:7][C:2]([OH:1])=[C:3]([C:8]2[N:12]=[C:11]([C:13]3[CH:18]=[CH:17][CH:16]=[CH:15][C:14]=3[OH:19])[N:10]([C:20]3[CH:28]=[CH:27][C:23]([C:24]([OH:26])=[O:25])=[CH:22][CH:21]=3)[N:9]=2)[CH:4]=1.[Ca:32]. Reactant: [OH:1][C:2]1[CH:7]=[CH:6][CH:5]=[CH:4][C:3]=1[C:8]1[N:12]=[C:11]([C:13]2[CH:18]=[CH:17][CH:16]=[CH:15][C:14]=2[OH:19])[N:10]([C:20]2[CH:28]=[CH:27][C:23]([C:24]([OH:26])=[O:25])=[CH:22][CH:21]=2)[N:9]=1.[OH-].[Na+].[Cl-].[Ca+2:32].[Cl-]. The catalyst class is: 6. (5) Reactant: C[O:2][C:3](=O)[CH2:4][C:5]([NH:7][C:8]1[CH:13]=[CH:12][C:11]([O:14][CH2:15][C:16]2[CH:21]=[CH:20][C:19]([F:22])=[CH:18][CH:17]=2)=[CH:10][C:9]=1[F:23])=[O:6].[OH-].[NH4+:26]. Product: [F:23][C:9]1[CH:10]=[C:11]([O:14][CH2:15][C:16]2[CH:21]=[CH:20][C:19]([F:22])=[CH:18][CH:17]=2)[CH:12]=[CH:13][C:8]=1[NH:7][C:5](=[O:6])[CH2:4][C:3]([NH2:26])=[O:2]. The catalyst class is: 1. (6) Reactant: [Cl:1][C:2]1[CH:18]=[CH:17][C:5]2[CH2:6][CH2:7][N:8]([C:11](=[O:16])[C:12]([F:15])([F:14])[F:13])[CH2:9][CH2:10][C:4]=2[C:3]=1OS(C(F)(F)F)(=O)=O.[NH2:27][CH2:28][C:29]1[CH:30]=[C:31]2[C:36](=[CH:37][CH:38]=1)[N:35]=[CH:34][CH:33]=[CH:32]2.C1C=CC(P(C2C(C3C(P(C4C=CC=CC=4)C4C=CC=CC=4)=CC=C4C=3C=CC=C4)=C3C(C=CC=C3)=CC=2)C2C=CC=CC=2)=CC=1.C(=O)([O-])[O-].[Cs+].[Cs+]. Product: [Cl:1][C:2]1[CH:18]=[CH:17][C:5]2[CH2:6][CH2:7][N:8]([C:11](=[O:16])[C:12]([F:15])([F:14])[F:13])[CH2:9][CH2:10][C:4]=2[C:3]=1[NH:27][CH2:28][C:29]1[CH:30]=[C:31]2[C:36](=[CH:37][CH:38]=1)[N:35]=[CH:34][CH:33]=[CH:32]2. The catalyst class is: 110. (7) The catalyst class is: 27. Product: [CH:8]([NH:12][C:1]([CH:2]=[CH:3][C:4]([OH:6])=[O:5])=[O:7])([CH2:10][CH3:11])[CH3:9]. Reactant: [C:1]1(=[O:7])[O:6][C:4](=[O:5])[CH:3]=[CH:2]1.[CH:8]([NH2:12])([CH2:10][CH3:11])[CH3:9]. (8) Reactant: [F:1][C:2]1[C:9]([F:10])=[CH:8][CH:7]=[CH:6][C:3]=1[C:4]#[N:5].[Cl-].[OH:12][NH3+:13].C(N(CC)CC)C. Product: [F:1][C:2]1[C:9]([F:10])=[CH:8][CH:7]=[CH:6][C:3]=1[C:4](=[N:13][OH:12])[NH2:5]. The catalyst class is: 8. (9) Reactant: C([O:8][C:9]1[CH:18]=[C:17]2[C:12]([C:13]([O:19][C:20]3[CH:25]=[CH:24][C:23]([Cl:26])=[CH:22][C:21]=3[F:27])=[N:14][CH:15]=[N:16]2)=[CH:11][C:10]=1[O:28][CH3:29])C1C=CC=CC=1.C1(C)C=CC=CC=1. Product: [Cl:26][C:23]1[CH:24]=[CH:25][C:20]([O:19][C:13]2[C:12]3[C:17](=[CH:18][C:9]([OH:8])=[C:10]([O:28][CH3:29])[CH:11]=3)[N:16]=[CH:15][N:14]=2)=[C:21]([F:27])[CH:22]=1. The catalyst class is: 67. (10) Reactant: [CH2:1]([O:8][C:9]([NH:11][CH2:12][CH2:13][CH2:14][CH2:15][C@H:16]([NH:22][C:23]([O:25][C:26]([CH3:29])([CH3:28])[CH3:27])=[O:24])[CH2:17][CH2:18]C(O)=O)=[O:10])[C:2]1[CH:7]=[CH:6][CH:5]=[CH:4][CH:3]=1.[NH2:30][CH2:31][CH2:32][NH:33][C:34](=[O:40])[O:35][C:36]([CH3:39])([CH3:38])[CH3:37].C(N(CC)CC)C.C(Cl)CCl.C1C=CC2N([OH:61])N=NC=2C=1. Product: [C:26]([O:25][C:23]([NH:22][C@H:16]([CH2:17][C:18]([NH:30][CH2:31][CH2:32][NH:33][C:34]([O:35][C:36]([CH3:37])([CH3:39])[CH3:38])=[O:40])=[O:61])[CH2:15][CH2:14][CH2:13][CH2:12][NH:11][C:9](=[O:10])[O:8][CH2:1][C:2]1[CH:3]=[CH:4][CH:5]=[CH:6][CH:7]=1)=[O:24])([CH3:27])([CH3:28])[CH3:29]. The catalyst class is: 9.